Dataset: Full USPTO retrosynthesis dataset with 1.9M reactions from patents (1976-2016). Task: Predict the reactants needed to synthesize the given product. The reactants are: [F:1][C:2]1([F:30])[CH2:7][CH2:6][N:5]([CH:8]([C:24]2[CH:29]=[CH:28][CH:27]=[CH:26][CH:25]=2)[CH2:9][NH:10][CH2:11][C:12]2[C:13](=[O:23])[N:14]([CH3:22])[C:15]3[C:20]([CH:21]=2)=[CH:19][CH:18]=[CH:17][CH:16]=3)[CH2:4][CH2:3]1.CN(C(ON1N=NC2C=CC=NC1=2)=[N+](C)C)C.F[P-](F)(F)(F)(F)F.[CH:55]1([C:61](O)=[O:62])[CH2:60][CH2:59][CH2:58][CH2:57][CH2:56]1.CCN(C(C)C)C(C)C. Given the product [F:30][C:2]1([F:1])[CH2:3][CH2:4][N:5]([CH:8]([C:24]2[CH:29]=[CH:28][CH:27]=[CH:26][CH:25]=2)[CH2:9][N:10]([CH2:11][C:12]2[C:13](=[O:23])[N:14]([CH3:22])[C:15]3[C:20]([CH:21]=2)=[CH:19][CH:18]=[CH:17][CH:16]=3)[C:61]([CH:55]2[CH2:60][CH2:59][CH2:58][CH2:57][CH2:56]2)=[O:62])[CH2:6][CH2:7]1, predict the reactants needed to synthesize it.